The task is: Predict the reactants needed to synthesize the given product.. This data is from Full USPTO retrosynthesis dataset with 1.9M reactions from patents (1976-2016). (1) The reactants are: [Br:1][C:2]1[CH:7]=[CH:6][C:5]([OH:8])=[CH:4][CH:3]=1.[H-].[Na+].[CH2:11](Cl)[O:12][CH3:13]. Given the product [Br:1][C:2]1[CH:7]=[CH:6][C:5]([O:8][CH2:11][O:12][CH3:13])=[CH:4][CH:3]=1, predict the reactants needed to synthesize it. (2) The reactants are: C(OC([N:8]1[CH2:13][CH2:12][CH:11]([N:14](C(OC(C)(C)C)=O)[C:15]2[CH:20]=[CH:19][C:18]([O:21][CH2:22][C:23]#[N:24])=[CH:17][N:16]=2)[CH2:10][CH2:9]1)=O)(C)(C)C.FC(F)(F)C(O)=O.C(=O)([O-])[O-].[K+].[K+]. Given the product [NH:8]1[CH2:13][CH2:12][CH:11]([NH:14][C:15]2[N:16]=[CH:17][C:18]([O:21][CH2:22][C:23]#[N:24])=[CH:19][CH:20]=2)[CH2:10][CH2:9]1, predict the reactants needed to synthesize it. (3) Given the product [CH2:6]([C:8]1[NH:9][C:10]2[C:15]([C:16]=1[CH:21]=[O:22])=[CH:14][C:13]([O:17][CH3:18])=[CH:12][CH:11]=2)[CH3:7], predict the reactants needed to synthesize it. The reactants are: P(Cl)(Cl)(Cl)=O.[CH2:6]([C:8]1[NH:9][C:10]2[C:15]([CH:16]=1)=[CH:14][C:13]([O:17][CH3:18])=[CH:12][CH:11]=2)[CH3:7].CN(C)[CH:21]=[O:22]. (4) The reactants are: [NH:1]1[CH:5]=[CH:4][CH:3]=[N:2]1.[CH2:6]([O:13][C:14]1[CH:19]=[CH:18][C:17](I)=[C:16]([F:21])[C:15]=1[F:22])[C:7]1[CH:12]=[CH:11][CH:10]=[CH:9][CH:8]=1.N1C=CC=CC=1C=NO.C([O-])([O-])=O.[Cs+].[Cs+]. Given the product [CH2:6]([O:13][C:14]1[CH:19]=[CH:18][C:17]([N:1]2[CH:5]=[CH:4][CH:3]=[N:2]2)=[C:16]([F:21])[C:15]=1[F:22])[C:7]1[CH:8]=[CH:9][CH:10]=[CH:11][CH:12]=1, predict the reactants needed to synthesize it. (5) Given the product [C:3]1([C:1]2[C:15]3[CH:14]4[N:13]([C:18](=[O:27])[CH3:17])[CH:12]([CH2:22][C:20]=3[NH:28][N:2]=2)[CH2:34][CH2:33]4)[CH:11]=[CH:10][CH:9]=[CH:5][CH:4]=1, predict the reactants needed to synthesize it. The reactants are: [C:1]([C:3]1[CH:4]=[C:5]([CH:9]=[CH:10][CH:11]=1)C(O)=O)#[N:2].[CH3:12][N:13]1[CH2:18][CH2:17]O[CH2:15][CH2:14]1.C(OC(Cl)=O)[CH:20]([CH3:22])C.[OH2:27].[NH2:28]N.O1[CH2:34][CH2:33]CC1. (6) Given the product [CH3:32][CH2:31][O:30][C:28]([N:15]1[C:16]([NH2:17])=[C:10]2[CH2:9][N:8]([C:6]([O:5][C:1]([CH3:4])([CH3:2])[CH3:3])=[O:7])[CH2:13][CH2:12][C:11]2=[N:14]1)=[O:29], predict the reactants needed to synthesize it. The reactants are: [C:1]([O:5][C:6]([N:8]1[CH2:13][CH2:12][C:11]2[NH:14][N:15]=[C:16]([NH2:17])[C:10]=2[CH2:9]1)=[O:7])([CH3:4])([CH3:3])[CH3:2].C(N(CC)C(C)C)(C)C.Cl[C:28]([O:30][CH2:31][CH3:32])=[O:29]. (7) Given the product [N:15]1[CH:16]=[CH:17][CH:18]=[CH:19][C:14]=1[C:2]1[CH:11]=[CH:10][CH:9]=[C:8]2[C:3]=1[CH2:4][CH2:5][NH:6][CH2:7]2, predict the reactants needed to synthesize it. The reactants are: Br[C:2]1[CH:11]=[CH:10][CH:9]=[C:8]2[C:3]=1[CH:4]=[CH:5][N:6]=[CH:7]2.C[Sn](C)(C)[C:14]1[CH:19]=[CH:18][CH:17]=[CH:16][N:15]=1.[BH4-].[Na+].